This data is from Full USPTO retrosynthesis dataset with 1.9M reactions from patents (1976-2016). The task is: Predict the reactants needed to synthesize the given product. (1) The reactants are: [O:1]=[C:2]1[C:7]2[C:8]([C:11]([OH:13])=O)=[CH:9][O:10][C:6]=2[CH2:5][CH2:4][NH:3]1.F[P-](F)(F)(F)(F)F.N1(OC(N(C)C)=[N+](C)C)C2N=CC=CC=2N=N1.C(N(CC)CC)C.[CH3:45][N:46]1[CH:54]=[C:53]2[C:48]([CH:49]=[CH:50][C:51]([NH2:55])=[CH:52]2)=[N:47]1. Given the product [CH3:45][N:46]1[CH:54]=[C:53]2[C:48]([CH:49]=[CH:50][C:51]([NH:55][C:11]([C:8]3[C:7]4[C:2](=[O:1])[NH:3][CH2:4][CH2:5][C:6]=4[O:10][CH:9]=3)=[O:13])=[CH:52]2)=[N:47]1, predict the reactants needed to synthesize it. (2) Given the product [N+:16]([C:19]1[CH:30]=[CH:29][C:22]2[S:23][CH:24]=[C:25]([C:26]([NH2:1])=[O:27])[C:21]=2[CH:20]=1)([O-:18])=[O:17], predict the reactants needed to synthesize it. The reactants are: [N+:1](C1C=CC2C(C(O)=O)=CSC=2C=1)([O-])=O.[N+:16]([C:19]1[CH:30]=[CH:29][C:22]2[S:23][CH:24]=[C:25]([C:26](O)=[O:27])[C:21]=2[CH:20]=1)([O-:18])=[O:17]. (3) Given the product [C:1]1([C:7]2([CH2:12][C:20]#[N:21])[CH2:11][CH2:10][CH2:9][CH2:8]2)[CH:6]=[CH:5][CH:4]=[CH:3][CH:2]=1, predict the reactants needed to synthesize it. The reactants are: [C:1]1([C:7]2([CH2:12]OS(C)(=O)=O)[CH2:11][CH2:10][CH2:9][CH2:8]2)[CH:6]=[CH:5][CH:4]=[CH:3][CH:2]=1.[I-].[K+].[C-:20]#[N:21].[Na+].O. (4) Given the product [ClH:26].[ClH:26].[CH:21]([N:1]1[CH2:2][CH2:3][CH:4]([O:7][CH:8]2[CH2:13][CH2:12][NH:11][CH2:10][CH2:9]2)[CH2:5][CH2:6]1)([CH3:23])[CH3:22], predict the reactants needed to synthesize it. The reactants are: [N:1]1[CH:6]=[CH:5][C:4]([O:7][CH:8]2[CH2:13][CH2:12][N:11](C(OC(C)(C)C)=O)[CH2:10][CH2:9]2)=[CH:3][CH:2]=1.[CH:21](I)([CH3:23])[CH3:22].C(Cl)[Cl:26]. (5) Given the product [CH:1]1[C:10]2[C:5](=[CH:6][CH:7]=[CH:8][CH:9]=2)[CH:4]=[CH:3][C:2]=1[C:11]1[CH:16]=[CH:15][N:14]=[C:13]([CH:17]=[O:19])[N:12]=1, predict the reactants needed to synthesize it. The reactants are: [CH:1]1[C:10]2[C:5](=[CH:6][CH:7]=[CH:8][CH:9]=2)[CH:4]=[CH:3][C:2]=1[C:11]1[CH:16]=[CH:15][N:14]=[C:13]([CH:17]=C)[N:12]=1.[O:19]1CCOCC1. (6) Given the product [ClH:26].[CH:1]1([C:4]2[NH:25][C:7]3=[N:8][CH:9]=[CH:10][C:11]([C:12]4[CH:13]=[CH:14][C:15]([S:18]([NH:21][CH2:22][CH2:23][OH:24])(=[O:20])=[O:19])=[CH:16][CH:17]=4)=[C:6]3[CH:5]=2)[CH2:2][CH2:3]1, predict the reactants needed to synthesize it. The reactants are: [CH:1]1([C:4]2[NH:25][C:7]3=[N:8][CH:9]=[CH:10][C:11]([C:12]4[CH:17]=[CH:16][C:15]([S:18]([NH:21][CH2:22][CH2:23][OH:24])(=[O:20])=[O:19])=[CH:14][CH:13]=4)=[C:6]3[CH:5]=2)[CH2:3][CH2:2]1.[ClH:26]. (7) Given the product [F:18][C:17]([F:20])([F:19])[S:14]([O:7][CH2:6][CH:3]1[CH2:4][CH2:5][O:1][CH2:2]1)(=[O:16])=[O:15], predict the reactants needed to synthesize it. The reactants are: [O:1]1[CH2:5][CH2:4][CH:3]([CH2:6][OH:7])[CH2:2]1.N1C=CC=CC=1.[S:14](O[S:14]([C:17]([F:20])([F:19])[F:18])(=[O:16])=[O:15])([C:17]([F:20])([F:19])[F:18])(=[O:16])=[O:15]. (8) Given the product [C:14]([O:18][C:19]([NH:21][C@H:22]([CH2:27][C:28]1[CH:33]=[C:32]([F:34])[C:31]([F:35])=[CH:30][C:29]=1[F:36])[CH2:23][C:24]([N:45]1[CH2:51][CH2:50][N:49]2[CH2:48][N:44]([C:2]([F:13])([F:12])[F:1])[N:43]=[C:42]2[CH2:46]1)=[O:26])=[O:20])([CH3:15])([CH3:16])[CH3:17], predict the reactants needed to synthesize it. The reactants are: [F:1][C:2]([F:13])([F:12])C1N=C2CNCCN2N=1.[C:14]([O:18][C:19]([NH:21][C@H:22]([CH2:27][C:28]1[CH:33]=[C:32]([F:34])[C:31]([F:35])=[CH:30][C:29]=1[F:36])[CH2:23][C:24]([OH:26])=O)=[O:20])([CH3:17])([CH3:16])[CH3:15].OC1[C:46]2[N:45]=[N:44][NH:43][C:42]=2C=CC=1.Cl.[CH3:48][N:49](C)[CH2:50][CH2:51]CN=C=NCC. (9) Given the product [F:1][C:2]1[CH:3]=[C:4]([C@@:8]23[C:17](=[O:18])[CH2:16][CH2:15][CH2:14][C@H:13]2[C@H:12]([CH3:19])[C:11]2([O:20][CH2:21][CH2:22][O:23]2)[CH2:10][CH2:9]3)[CH:5]=[CH:6][CH:7]=1, predict the reactants needed to synthesize it. The reactants are: [F:1][C:2]1[CH:3]=[C:4]([C@@:8]23[C@@H:17]([OH:18])[CH2:16][CH2:15][CH2:14][C@H:13]2[C@H:12]([CH3:19])[C:11]2([O:23][CH2:22][CH2:21][O:20]2)[CH2:10][CH2:9]3)[CH:5]=[CH:6][CH:7]=1.[Cr](O[Cr]([O-])(=O)=O)([O-])(=O)=O.[NH+]1C=CC=CC=1.[NH+]1C=CC=CC=1.S([O-])([O-])(=O)=O.[Mg+2].